Regression. Given a peptide amino acid sequence and an MHC pseudo amino acid sequence, predict their binding affinity value. This is MHC class I binding data. From a dataset of Peptide-MHC class I binding affinity with 185,985 pairs from IEDB/IMGT. (1) The peptide sequence is RVRWRNYAL. The MHC is HLA-B15:42 with pseudo-sequence HLA-B15:42. The binding affinity (normalized) is 0.213. (2) The peptide sequence is LYSFALMLI. The MHC is HLA-B14:02 with pseudo-sequence HLA-B14:02. The binding affinity (normalized) is 0.213. (3) The MHC is HLA-B07:02 with pseudo-sequence HLA-B07:02. The peptide sequence is ARWMISSAL. The binding affinity (normalized) is 0.408.